From a dataset of Reaction yield outcomes from USPTO patents with 853,638 reactions. Predict the reaction yield, written as a fraction of the theoretical maximum amount of product (1.0 means a 100% yield; for example, 0.34 means a 34% yield). (1) The reactants are [Cl:1][C:2]1[N:7]=[CH:6][C:5]([C:8]2[CH:16]=[CH:15][C:11]3[N:12]=[CH:13][S:14][C:10]=3[CH:9]=2)=[CH:4][C:3]=1[O:17]COCCOC.Cl. No catalyst specified. The product is [S:14]1[C:10]2[CH:9]=[C:8]([C:5]3[CH:4]=[C:3]([OH:17])[C:2]([Cl:1])=[N:7][CH:6]=3)[CH:16]=[CH:15][C:11]=2[N:12]=[CH:13]1. The yield is 0.919. (2) The reactants are [NH2:1][C:2]1([C:7]([OH:9])=O)[CH2:6][CH2:5][CH2:4][CH2:3]1.[OH-].[Na+].[ClH:12].CC[N:15]=C=NCCCN(C)C.C1C=CC2N(O)N=NC=2C=1.N. The catalyst is O.ClCCl. The product is [ClH:12].[NH2:1][C:2]1([C:7]([NH2:15])=[O:9])[CH2:6][CH2:5][CH2:4][CH2:3]1. The yield is 0.340. (3) The reactants are [N:1]1[C:10]2[C:5](=[CH:6][C:7]([CH2:11][NH2:12])=[CH:8][CH:9]=2)[CH:4]=[N:3][CH:2]=1.Br[C:14]1[C:15]([NH2:21])=[N:16][CH:17]=[C:18]([Br:20])[N:19]=1.C(N(C(C)C)CC)(C)C. The catalyst is CCCCO. The product is [Br:20][C:18]1[N:19]=[C:14]([NH:12][CH2:11][C:7]2[CH:6]=[C:5]3[C:10](=[CH:9][CH:8]=2)[N:1]=[CH:2][N:3]=[CH:4]3)[C:15]([NH2:21])=[N:16][CH:17]=1. The yield is 0.420. (4) The reactants are [C:1]([O:5][C:6]([NH:8][C@@H:9]([CH2:13][CH2:14][CH2:15][C@@H:16]([C@@H:22]([O:26][Si:27]([CH:34]([CH3:36])[CH3:35])([CH:31]([CH3:33])[CH3:32])[CH:28]([CH3:30])[CH3:29])[C@@H:23]([OH:25])[CH3:24])[CH2:17][CH2:18][CH:19]([CH3:21])[CH3:20])[C:10](O)=[O:11])=[O:7])([CH3:4])([CH3:3])[CH3:2].CC1C=CC=C([N+]([O-])=O)C=1C(OC(C1C([N+]([O-])=O)=CC=CC=1C)=O)=O. The catalyst is C(Cl)Cl.CN(C1C=CN=CC=1)C. The product is [CH2:17]([C@@H:16]1[C@@H:22]([O:26][Si:27]([CH:28]([CH3:29])[CH3:30])([CH:34]([CH3:36])[CH3:35])[CH:31]([CH3:33])[CH3:32])[C@H:23]([CH3:24])[O:25][C:10](=[O:11])[C@@H:9]([NH:8][C:6](=[O:7])[O:5][C:1]([CH3:3])([CH3:4])[CH3:2])[CH2:13][CH2:14][CH2:15]1)[CH2:18][CH:19]([CH3:20])[CH3:21]. The yield is 0.590.